This data is from Full USPTO retrosynthesis dataset with 1.9M reactions from patents (1976-2016). The task is: Predict the reactants needed to synthesize the given product. Given the product [ClH:1].[ClH:1].[ClH:1].[Cl:1][C:2]1[CH:7]=[CH:6][CH:5]=[CH:4][C:3]=1[CH:8]1[C:13]([C:14]#[N:15])=[C:12]([CH2:16][N:30]2[CH2:31][CH2:32][N:27]([C:21]3[CH:26]=[CH:25][CH:24]=[CH:23][CH:22]=3)[CH2:28][CH2:29]2)[NH:11][C:10]2=[N:18][NH:19][CH:20]=[C:9]12, predict the reactants needed to synthesize it. The reactants are: [Cl:1][C:2]1[CH:7]=[CH:6][CH:5]=[CH:4][C:3]=1[CH:8]1[C:13]([C:14]#[N:15])=[C:12]([CH2:16]Br)[NH:11][C:10]2=[N:18][NH:19][CH:20]=[C:9]12.[C:21]1([N:27]2[CH2:32][CH2:31][NH:30][CH2:29][CH2:28]2)[CH:26]=[CH:25][CH:24]=[CH:23][CH:22]=1.